From a dataset of Peptide-MHC class II binding affinity with 134,281 pairs from IEDB. Regression. Given a peptide amino acid sequence and an MHC pseudo amino acid sequence, predict their binding affinity value. This is MHC class II binding data. (1) The peptide sequence is SGSEAYQGVQQKWDA. The MHC is DRB1_0404 with pseudo-sequence DRB1_0404. The binding affinity (normalized) is 0.243. (2) The peptide sequence is AAVVRFQEAANKQKQ. The MHC is DRB1_1602 with pseudo-sequence DRB1_1602. The binding affinity (normalized) is 0.0762. (3) The MHC is HLA-DQA10201-DQB10303 with pseudo-sequence HLA-DQA10201-DQB10303. The peptide sequence is YGNGILVGDNSFVSA. The binding affinity (normalized) is 0.295. (4) The peptide sequence is GRCLRGWLGSCFISV. The MHC is DRB1_0101 with pseudo-sequence DRB1_0101. The binding affinity (normalized) is 0.876.